This data is from hERG Central: cardiac toxicity at 1µM, 10µM, and general inhibition. The task is: Predict hERG channel inhibition at various concentrations. (1) The drug is CCCc1cc(=O)oc2cc(OCC(=O)NCCCN3CCOCC3)c(Cl)cc12. Results: hERG_inhib (hERG inhibition (general)): blocker. (2) The compound is Cc1ccc(C(CC(=O)N2CCCC2)c2ccccc2)c(O)c1C. Results: hERG_inhib (hERG inhibition (general)): blocker. (3) The drug is O=C(Nc1cc(S(=O)(=O)N2CCCCC2)ccc1Cl)c1ccncc1. Results: hERG_inhib (hERG inhibition (general)): blocker.